From a dataset of Reaction yield outcomes from USPTO patents with 853,638 reactions. Predict the reaction yield, written as a fraction of the theoretical maximum amount of product (1.0 means a 100% yield; for example, 0.34 means a 34% yield). (1) The reactants are [CH3:1][C:2]1[NH:3][C:4]2[CH2:5][CH2:6][CH2:7][C:8](=[O:26])[C:9]=2[C:10]=1[CH2:11][C:12]1[CH:17]=[CH:16][CH:15]=[CH:14][C:13]=1[S:18]([N:21]1[CH2:25][CH2:24][CH2:23][CH2:22]1)(=[O:20])=[O:19].Br[CH2:28][C:29]([O:31][CH2:32][CH3:33])=[O:30].C(=O)([O-])[O-].[K+].[K+].[I-].[K+]. The catalyst is C(#N)C.C(OCC)(=O)C. The product is [CH3:1][C:2]1[N:3]([CH2:28][C:29]([O:31][CH2:32][CH3:33])=[O:30])[C:4]2[CH2:5][CH2:6][CH2:7][C:8](=[O:26])[C:9]=2[C:10]=1[CH2:11][C:12]1[CH:17]=[CH:16][CH:15]=[CH:14][C:13]=1[S:18]([N:21]1[CH2:22][CH2:23][CH2:24][CH2:25]1)(=[O:20])=[O:19]. The yield is 0.750. (2) The catalyst is C(#N)C.CN(C)C1C=CN=CC=1.C(N(CC)CC)C. The yield is 0.840. The reactants are [Cl:1][C:2]1[C:3]([O:9][C:10]2[CH:22]=[C:21]([O:23][CH2:24][CH2:25][O:26][CH3:27])[CH:20]=[CH:19][C:11]=2/[CH:12]=[C:13](\[CH2:17][CH3:18])/[C:14](O)=[O:15])=[N:4][CH:5]=[C:6]([Cl:8])[CH:7]=1.CC1C=CC=C([N+]([O-])=O)C=1C(OC(=O)C1C([N+]([O-])=O)=CC=CC=1C)=O.[CH2:53]([S:58]([NH2:61])(=[O:60])=[O:59])[CH2:54][CH2:55][CH2:56][CH3:57].[Cl-].[NH4+]. The product is [Cl:1][C:2]1[C:3]([O:9][C:10]2[CH:22]=[C:21]([O:23][CH2:24][CH2:25][O:26][CH3:27])[CH:20]=[CH:19][C:11]=2/[CH:12]=[C:13](\[CH2:17][CH3:18])/[C:14]([NH:61][S:58]([CH2:53][CH2:54][CH2:55][CH2:56][CH3:57])(=[O:60])=[O:59])=[O:15])=[N:4][CH:5]=[C:6]([Cl:8])[CH:7]=1.